This data is from Full USPTO retrosynthesis dataset with 1.9M reactions from patents (1976-2016). The task is: Predict the reactants needed to synthesize the given product. (1) Given the product [CH:11]1([N:12]2[CH2:21][C:22]3[C:23](=[CH:28][CH:29]=[C:30]([N+:32]([O-:34])=[O:33])[CH:31]=3)[C:24]2=[O:26])[CH2:8][CH2:10]1, predict the reactants needed to synthesize it. The reactants are: [CH3:10][C:8](N=N[C:8]([C:11]#[N:12])([CH3:10])C)([C:11]#[N:12])C.C1C(=O)N(Br)C(=O)C1.[CH3:21][C:22]1[CH:31]=[C:30]([N+:32]([O-:34])=[O:33])[CH:29]=[CH:28][C:23]=1[C:24]([O:26]C)=O.C1(N)CC1. (2) Given the product [OH:4][C@H:5]1[CH2:22][CH2:21][C@@:20]2([CH3:23])[C@@H:7]([CH2:8][CH2:9][C@:10]3([CH3:41])[C@@H:19]2[CH2:18][CH2:17][C@H:16]2[C@@:11]3([CH3:40])[CH2:12][CH2:13][C@@:14]3([C:30]([NH:31][CH:32]4[CH2:36][CH:35]([CH2:37][OH:38])[CH:34]=[CH:33]4)=[O:39])[CH2:26][CH2:25][C@@H:24]([C:27]([CH3:29])=[CH2:28])[C@@H:15]32)[C:6]1([CH3:43])[CH3:42], predict the reactants needed to synthesize it. The reactants are: C([O:4][C@H:5]1[CH2:22][CH2:21][C@@:20]2([CH3:23])[C@@H:7]([CH2:8][CH2:9][C@:10]3([CH3:41])[C@@H:19]2[CH2:18][CH2:17][C@H:16]2[C@@:11]3([CH3:40])[CH2:12][CH2:13][C@@:14]3([C:30](=[O:39])[NH:31][CH:32]4[CH2:36][CH:35]([CH2:37][OH:38])[CH:34]=[CH:33]4)[CH2:26][CH2:25][C@@H:24]([C:27]([CH3:29])=[CH2:28])[C@@H:15]32)[C:6]1([CH3:43])[CH3:42])(=O)C.C1COCC1.[OH-].[Na+]. (3) Given the product [Br:20][C:17]1[CH:18]=[CH:19][C:14]([N:11]2[CH2:12][CH2:13][N:8]([CH:31]([C:39]3[CH:44]=[CH:43][CH:42]=[CH:41][CH:40]=3)[C:32]([N:34]([CH2:37][CH3:38])[CH2:35][CH3:36])=[O:33])[CH2:9][CH2:10]2)=[C:15]([C:21]#[N:22])[CH:16]=1, predict the reactants needed to synthesize it. The reactants are: C(OC([N:8]1[CH2:13][CH2:12][N:11]([C:14]2[CH:19]=[CH:18][C:17]([Br:20])=[CH:16][C:15]=2[C:21]#[N:22])[CH2:10][CH2:9]1)=O)(C)(C)C.C(O)(C(F)(F)F)=O.Br[CH:31]([C:39]1[CH:44]=[CH:43][CH:42]=[CH:41][CH:40]=1)[C:32]([N:34]([CH2:37][CH3:38])[CH2:35][CH3:36])=[O:33].C([O-])([O-])=O.[Na+].[Na+]. (4) Given the product [C:29]([N:18]([C:14]1[N:13]=[C:12]([C:11]2[C:7]([C:5]3[S:6][C:2]([Cl:1])=[CH:3][CH:4]=3)=[N:8][N:9]([CH:19]([CH3:21])[CH3:20])[CH:10]=2)[CH:17]=[CH:16][N:15]=1)[C:35](=[O:36])[CH3:34])(=[O:31])[CH3:30], predict the reactants needed to synthesize it. The reactants are: [Cl:1][C:2]1[S:6][C:5]([C:7]2[C:11]([C:12]3[CH:17]=[CH:16][N:15]=[C:14]([NH2:18])[N:13]=3)=[CH:10][N:9]([CH:19]([CH3:21])[CH3:20])[N:8]=2)=[CH:4][CH:3]=1.C(N(CC)CC)C.[C:29](Cl)(=[O:31])[CH3:30].C1C[O:36][CH2:35][CH2:34]1. (5) Given the product [CH2:18]([O:20][C:9](=[O:8])[C:10]([O:12][CH2:13][CH3:14])=[CH:35][C:34]1[CH:37]=[CH:38][C:31]([O:30][CH2:23][C:24]2[CH:29]=[CH:28][CH:27]=[CH:26][CH:25]=2)=[CH:32][CH:33]=1)[CH3:17], predict the reactants needed to synthesize it. The reactants are: P([O:8][CH2:9][CH3:10])(OCC)OCC.C[O:12][CH2:13][CH2:14]CC.[CH3:17][C:18](C)([O-:20])C.[K+].[CH2:23]([O:30][C:31]1[CH:38]=[CH:37][C:34]([CH:35]=O)=[CH:33][CH:32]=1)[C:24]1[CH:29]=[CH:28][CH:27]=[CH:26][CH:25]=1. (6) Given the product [Br:19][C:7]1[CH:8]=[C:9]2[C:14](=[C:5]([OH:4])[CH:6]=1)[O:13][C:12]([CH3:16])([CH3:15])[CH2:11][C:10]2([CH3:18])[CH3:17], predict the reactants needed to synthesize it. The reactants are: C([O:4][C:5]1[CH:6]=[C:7]([Br:19])[CH:8]=[C:9]2[C:14]=1[O:13][C:12]([CH3:16])([CH3:15])[CH2:11][C:10]2([CH3:18])[CH3:17])(=O)C.C(=O)([O-])[O-].[Na+].[Na+].C(OCC)(=O)C.